Dataset: Full USPTO retrosynthesis dataset with 1.9M reactions from patents (1976-2016). Task: Predict the reactants needed to synthesize the given product. Given the product [O:16]1[CH:17]=[CH:18][CH:19]=[C:15]1[C:11]1[O:12][C:13]([CH3:14])=[C:9]([CH2:8][O:7][C:6]2[CH:20]=[CH:21][C:3]([CH2:2][O:24][C:25]3[C:29]([C:30]([O:32][CH2:33][CH3:34])=[O:31])=[CH:28][N:27]([C:35]4[CH:40]=[CH:39][CH:38]=[CH:37][CH:36]=4)[N:26]=3)=[CH:4][C:5]=2[O:22][CH3:23])[N:10]=1, predict the reactants needed to synthesize it. The reactants are: Cl[CH2:2][C:3]1[CH:21]=[CH:20][C:6]([O:7][CH2:8][C:9]2[N:10]=[C:11]([C:15]3[O:16][CH:17]=[CH:18][CH:19]=3)[O:12][C:13]=2[CH3:14])=[C:5]([O:22][CH3:23])[CH:4]=1.[OH:24][C:25]1[C:29]([C:30]([O:32][CH2:33][CH3:34])=[O:31])=[CH:28][N:27]([C:35]2[CH:40]=[CH:39][CH:38]=[CH:37][CH:36]=2)[N:26]=1.C(=O)([O-])[O-].[K+].[K+].CN(C)C=O.